From a dataset of Forward reaction prediction with 1.9M reactions from USPTO patents (1976-2016). Predict the product of the given reaction. (1) Given the reactants C([Li])CCC.Br[C:7]1[CH:16]=[C:15]2[C:10]([CH:11]=[CH:12][CH:13]=[N:14]2)=[CH:9][C:8]=1[O:17][CH3:18].[B:19](OC(C)C)([O:24]C(C)C)[O:20]C(C)C, predict the reaction product. The product is: [CH3:18][O:17][C:8]1[CH:9]=[C:10]2[C:15](=[CH:16][C:7]=1[B:19]([OH:24])[OH:20])[N:14]=[CH:13][CH:12]=[CH:11]2. (2) Given the reactants [SH:1][C:2]1[CH:14]=[CH:13][CH:12]=[CH:11][C:3]=1[C:4]([NH:6][C:7](=[O:10])[CH2:8][NH2:9])=[O:5].Cl[C:16]([O:18][CH2:19][CH2:20][Br:21])=[O:17], predict the reaction product. The product is: [Br:21][CH2:20][CH2:19][O:18][C:16]([S:1][C:2]1[CH:14]=[CH:13][CH:12]=[CH:11][C:3]=1[C:4]([NH:6][C:7](=[O:10])[CH2:8][NH2:9])=[O:5])=[O:17]. (3) Given the reactants [NH2:1][C:2]1[CH:3]=[C:4]([OH:8])[CH:5]=[CH:6][CH:7]=1.C(=O)([O-])[O-].[Cs+].[Cs+].[CH2:15]([O:22][C:23]1[CH:32]=[C:31]2[C:26]([C:27](Cl)=[N:28][CH:29]=[N:30]2)=[CH:25][C:24]=1[O:34][CH3:35])[C:16]1[CH:21]=[CH:20][CH:19]=[CH:18][CH:17]=1, predict the reaction product. The product is: [CH2:15]([O:22][C:23]1[CH:32]=[C:31]2[C:26]([C:27]([O:8][C:4]3[CH:3]=[C:2]([CH:7]=[CH:6][CH:5]=3)[NH2:1])=[N:28][CH:29]=[N:30]2)=[CH:25][C:24]=1[O:34][CH3:35])[C:16]1[CH:21]=[CH:20][CH:19]=[CH:18][CH:17]=1.